From a dataset of Reaction yield outcomes from USPTO patents with 853,638 reactions. Predict the reaction yield, written as a fraction of the theoretical maximum amount of product (1.0 means a 100% yield; for example, 0.34 means a 34% yield). (1) The reactants are [CH:1]([NH:4][C:5]1[C:10]([C:11]([O:13]CC)=[O:12])=[CH:9][N:8]=[C:7]([S:16][CH3:17])[N:6]=1)([CH3:3])[CH3:2].[OH-].[Na+].C(O)(=O)CC(CC(O)=O)(C(O)=O)O. The catalyst is C(O)C. The product is [CH:1]([NH:4][C:5]1[C:10]([C:11]([OH:13])=[O:12])=[CH:9][N:8]=[C:7]([S:16][CH3:17])[N:6]=1)([CH3:3])[CH3:2]. The yield is 0.860. (2) The reactants are O[CH2:2][CH2:3][NH:4][C:5]1[CH:10]=[C:9]([C:11]2[CH:16]=[CH:15][CH:14]=[CH:13][N:12]=2)[N:8]=[C:7]([C:17]2[CH:22]=[CH:21][CH:20]=[CH:19][N:18]=2)[CH:6]=1.S(Cl)([Cl:25])=O. The catalyst is ClCCl. The product is [Cl:25][CH2:2][CH2:3][NH:4][C:5]1[CH:10]=[C:9]([C:11]2[CH:16]=[CH:15][CH:14]=[CH:13][N:12]=2)[N:8]=[C:7]([C:17]2[CH:22]=[CH:21][CH:20]=[CH:19][N:18]=2)[CH:6]=1. The yield is 0.850. (3) The reactants are [F:1][C:2]1[CH:19]=[CH:18][C:5]([O:6][C:7]2[C:12]([F:13])=[CH:11][C:10]([N+:14]([O-])=O)=[CH:9][C:8]=2[F:17])=[CH:4][CH:3]=1. The catalyst is [Pd].CCOC(C)=O. The product is [F:1][C:2]1[CH:19]=[CH:18][C:5]([O:6][C:7]2[C:12]([F:13])=[CH:11][C:10]([NH2:14])=[CH:9][C:8]=2[F:17])=[CH:4][CH:3]=1. The yield is 0.980. (4) The reactants are Br[C:2]1[N:3]=[C:4]2[C:8](=[N:9][CH:10]=1)[NH:7][CH:6]=[CH:5]2.[Br:11][C:12]1[CH:17]=[CH:16][C:15](B(O)O)=[C:14]([F:21])[CH:13]=1.C(Cl)Cl.C([O-])([O-])=O.[K+].[K+]. The catalyst is C1C=CC(P(C2C=CC=CC=2)[C-]2C=CC=C2)=CC=1.C1C=CC(P(C2C=CC=CC=2)[C-]2C=CC=C2)=CC=1.Cl[Pd]Cl.[Fe+2].O.O1CCOCC1. The product is [Br:11][C:12]1[CH:17]=[CH:16][C:15]([C:2]2[N:3]=[C:4]3[CH:5]=[CH:6][NH:7][C:8]3=[N:9][CH:10]=2)=[C:14]([F:21])[CH:13]=1. The yield is 0.350. (5) The reactants are [CH3:1][C@@H:2]1[CH2:7][NH:6][CH2:5][CH2:4][NH:3]1.Br[C:9]1[CH:14]=[CH:13][CH:12]=[CH:11][C:10]=1[C:15]([F:18])([F:17])[F:16].CC(C)([O-])C.[Na+].C1(C)C=CC=CC=1. The catalyst is ClCCl.C1(P(C2C=CC=CC=2)C2C=CC3C(=CC=CC=3)C=2C2C3C(=CC=CC=3)C=CC=2P(C2C=CC=CC=2)C2C=CC=CC=2)C=CC=CC=1. The product is [CH3:1][C@H:2]1[NH:3][CH2:4][CH2:5][N:6]([C:9]2[CH:14]=[CH:13][CH:12]=[CH:11][C:10]=2[C:15]([F:18])([F:17])[F:16])[CH2:7]1. The yield is 0.396. (6) The reactants are [CH3:1][N:2]([CH3:17])[CH2:3][CH2:4][NH:5][C:6]1[C:15]([F:16])=[CH:14][CH:13]=[CH:12][C:7]=1[C:8](OC)=[O:9].[H-].[H-].[H-].[H-].[Li+].[Al+3]. The catalyst is CCOCC.[F-].[Na+].O. The product is [CH3:1][N:2]([CH3:17])[CH2:3][CH2:4][NH:5][C:6]1[C:15]([F:16])=[CH:14][CH:13]=[CH:12][C:7]=1[CH2:8][OH:9]. The yield is 0.820.